From a dataset of Full USPTO retrosynthesis dataset with 1.9M reactions from patents (1976-2016). Predict the reactants needed to synthesize the given product. (1) Given the product [C:1]([O:5][C:6]([N:8]1[CH2:13][CH2:12][N:11]([S:14]([C:17]2[CH:18]=[CH:19][C:20]([C:23]([F:26])([F:24])[F:25])=[CH:21][CH:22]=2)(=[O:16])=[O:15])[C@@H:10]([C:27](=[O:29])[NH:38][CH2:37][C:36]2[CH:39]=[CH:40][C:33]([CH:30]([CH3:32])[CH3:31])=[CH:34][CH:35]=2)[CH2:9]1)=[O:7])([CH3:3])([CH3:2])[CH3:4], predict the reactants needed to synthesize it. The reactants are: [C:1]([O:5][C:6]([N:8]1[CH2:13][CH2:12][N:11]([S:14]([C:17]2[CH:22]=[CH:21][C:20]([C:23]([F:26])([F:25])[F:24])=[CH:19][CH:18]=2)(=[O:16])=[O:15])[C@@H:10]([C:27]([OH:29])=O)[CH2:9]1)=[O:7])([CH3:4])([CH3:3])[CH3:2].[CH:30]([C:33]1[CH:40]=[CH:39][C:36]([CH2:37][NH2:38])=[CH:35][CH:34]=1)([CH3:32])[CH3:31].O.ON1C2C=CC=CC=2N=N1.Cl.C(N=C=NCCCN(C)C)C. (2) Given the product [Cl:30][C:27]1[CH:26]=[C:4]([CH:3]=[C:2]([Cl:1])[C:28]=1[Cl:29])[CH2:5][N:6]1[CH:10]=[C:9]([C:11]2[N:12]=[C:13]3[S:19][C:18]([NH:20][CH2:21][C:22]([OH:24])=[O:23])=[N:17][C:14]3=[N:15][CH:16]=2)[N:8]=[N:7]1, predict the reactants needed to synthesize it. The reactants are: [Cl:1][C:2]1[CH:3]=[C:4]([CH:26]=[C:27]([Cl:30])[C:28]=1[Cl:29])[CH2:5][N:6]1[CH:10]=[C:9]([C:11]2[N:12]=[C:13]3[S:19][C:18]([NH:20][CH2:21][C:22]([O:24]C)=[O:23])=[N:17][C:14]3=[N:15][CH:16]=2)[N:8]=[N:7]1.[OH-].[Na+]. (3) Given the product [Cl:26][C:27]([F:32])([F:31])[C:28]([O:30][C:4]1([N:7]=[O:8])[CH2:5][CH2:6][O:1][CH2:2][CH2:3]1)=[O:29], predict the reactants needed to synthesize it. The reactants are: [O:1]1[CH2:6][CH2:5][C:4](=[N:7][OH:8])[CH2:3][CH2:2]1.C([O-])(=O)C.C([O-])(=O)C.C([O-])(=O)C.C([O-])(=O)C.[Pb+4].[Cl:26][C:27]([F:32])([F:31])[C:28]([OH:30])=[O:29]. (4) Given the product [CH3:9][O:10][C:11](=[O:43])/[C:12](/[NH:13][C:14](=[O:36])[C:15]1[CH:20]=[CH:19][C:18]([C:21]([NH:23][CH2:24][C:25]2[CH:30]=[CH:29][CH:28]=[C:27]([O:31][CH2:32][O:33][CH3:34])[CH:26]=2)=[O:22])=[CH:17][C:16]=1[Cl:35])=[CH:44]/[C:46]1[CH:51]=[CH:50][C:49]([S:52]([NH2:55])(=[O:54])=[O:53])=[CH:48][CH:47]=1, predict the reactants needed to synthesize it. The reactants are: CN(C)C(N(C)C)=N.[CH3:9][O:10][C:11](=[O:43])[CH:12](P(OC)(OC)=O)[NH:13][C:14](=[O:36])[C:15]1[CH:20]=[CH:19][C:18]([C:21]([NH:23][CH2:24][C:25]2[CH:30]=[CH:29][CH:28]=[C:27]([O:31][CH2:32][O:33][CH3:34])[CH:26]=2)=[O:22])=[CH:17][C:16]=1[Cl:35].[CH:44]([C:46]1[CH:51]=[CH:50][C:49]([S:52]([NH2:55])(=[O:54])=[O:53])=[CH:48][CH:47]=1)=O.O. (5) Given the product [Cl:3][C:4]1[C:9]([CH:10]([OH:12])[CH3:11])=[CH:8][CH:7]=[C:6]([Cl:13])[N:5]=1, predict the reactants needed to synthesize it. The reactants are: [BH4-].[Na+].[Cl:3][C:4]1[C:9]([C:10](=[O:12])[CH3:11])=[CH:8][CH:7]=[C:6]([Cl:13])[N:5]=1. (6) Given the product [C:21]1([CH2:20][O:19][C:5]2[CH:4]=[CH:3][C:2]([C:41]([F:44])([F:43])[F:42])=[CH:7][C:6]=2[CH2:8][C:9]2[S:10][CH:11]=[C:12]([C:14]([O:16][CH2:17][CH3:18])=[O:15])[N:13]=2)[CH:26]=[CH:25][CH:24]=[CH:23][CH:22]=1, predict the reactants needed to synthesize it. The reactants are: Cl[C:2]1[CH:3]=[CH:4][C:5]([O:19][CH2:20][C:21]2[CH:26]=[CH:25][CH:24]=[CH:23][CH:22]=2)=[C:6]([CH2:8][C:9]2[S:10][CH:11]=[C:12]([C:14]([O:16][CH2:17][CH3:18])=[O:15])[N:13]=2)[CH:7]=1.C1(COC2C=CC([C:41]([F:44])([F:43])[F:42])=CC=2CC(=S)N)C=CC=CC=1. (7) The reactants are: F[P-](F)(F)(F)(F)F.N1(O[P+](N(C)C)(N(C)C)N(C)C)C2C=CC=CC=2N=N1.[Cl-].FC(F)(F)C(O)=O.[NH2:36][C:37]1[CH:38]=[C:39]2[C:43](=[CH:44][CH:45]=1)[NH:42][C:41]([C:46]([NH:48][CH2:49][C:50]1[CH:55]=[CH:54][C:53]([Cl:56])=[C:52]([O:57][C:58]3[CH:63]=[C:62]([C:64]#[N:65])[CH:61]=[C:60]([Cl:66])[CH:59]=3)[C:51]=1[F:67])=[O:47])=[CH:40]2.[CH3:68][C:69]([O:72][C:73]([N:75]1[CH2:80][CH2:79][CH:78]([C:81](O)=[O:82])[CH2:77][CH2:76]1)=[O:74])([CH3:71])[CH3:70].C(N(C(C)C)CC)(C)C. Given the product [Cl:56][C:53]1[CH:54]=[CH:55][C:50]([CH2:49][NH:48][C:46]([C:41]2[NH:42][C:43]3[C:39]([CH:40]=2)=[CH:38][C:37]([NH:36][C:81]([CH:78]2[CH2:79][CH2:80][N:75]([C:73]([O:72][C:69]([CH3:71])([CH3:70])[CH3:68])=[O:74])[CH2:76][CH2:77]2)=[O:82])=[CH:45][CH:44]=3)=[O:47])=[C:51]([F:67])[C:52]=1[O:57][C:58]1[CH:63]=[C:62]([C:64]#[N:65])[CH:61]=[C:60]([Cl:66])[CH:59]=1, predict the reactants needed to synthesize it. (8) Given the product [Cl:1][C:2]1[CH:3]=[C:4]2[C:9](=[CH:10][C:11]=1[C:12]1[C:20]([CH3:21])=[CH:19][CH:18]=[C:17]3[C:13]=1[CH:14]=[N:15][NH:16]3)[N:8]=[N:7][CH:6]=[C:5]2[N:22]1[CH2:27][CH2:26][N:25]([C:28](=[O:29])[CH:31]=[CH2:32])[CH2:24][CH2:23]1, predict the reactants needed to synthesize it. The reactants are: [Cl:1][C:2]1[CH:3]=[C:4]2[C:9](=[CH:10][C:11]=1[C:12]1[C:20]([CH3:21])=[CH:19][CH:18]=[C:17]3[C:13]=1[CH:14]=[N:15][NH:16]3)[N:8]=[N:7][CH:6]=[C:5]2[N:22]1[CH2:27][CH2:26][N:25]([C:28]([O-])=[O:29])[CH2:24][CH2:23]1.[CH3:31][CH2:32]N(CC)CC.C(Cl)(=O)C=C. (9) Given the product [NH2:8][C:9]1[O:17][C:16]2[C:11](=[N:12][CH:13]=[C:14]([CH2:18][N:19]3[CH2:23][CH2:22][CH:21]([O:24][CH2:25][CH3:26])[CH2:20]3)[CH:15]=2)[C:10]=1[C:27]([NH:29][C:30]1[CH:31]=[N:32][CH:33]=[CH:34][C:35]=1[N:36]1[CH2:41][C@H:40]([C:42]([F:44])([F:45])[F:43])[CH2:39][C@H:38]([NH2:46])[CH2:37]1)=[O:28], predict the reactants needed to synthesize it. The reactants are: C(OC([NH:8][C:9]1[O:17][C:16]2[C:11](=[N:12][CH:13]=[C:14]([CH2:18][N:19]3[CH2:23][CH2:22][CH:21]([O:24][CH2:25][CH3:26])[CH2:20]3)[CH:15]=2)[C:10]=1[C:27]([NH:29][C:30]1[CH:31]=[N:32][CH:33]=[CH:34][C:35]=1[N:36]1[CH2:41][C@H:40]([C:42]([F:45])([F:44])[F:43])[CH2:39][C@H:38]([NH:46]C(=O)OC(C)(C)C)[CH2:37]1)=[O:28])=O)(C)(C)C.Cl.O1CCOCC1. (10) Given the product [CH:1]1([CH2:6][CH:7]([C:8]2[CH:13]=[CH:12][C:11]([S:14]([CH2:17][CH2:18][N:29]([CH3:30])[CH3:28])(=[O:16])=[O:15])=[CH:10][CH:9]=2)[C:19]2[NH:27][C:22]3=[N:23][CH:24]=[CH:25][CH:26]=[C:21]3[CH:20]=2)[CH2:5][CH2:4][CH2:3][CH2:2]1, predict the reactants needed to synthesize it. The reactants are: [CH:1]1([CH2:6][CH:7]([C:19]2[NH:27][C:22]3=[N:23][CH:24]=[CH:25][CH:26]=[C:21]3[CH:20]=2)[C:8]2[CH:13]=[CH:12][C:11]([S:14]([CH:17]=[CH2:18])(=[O:16])=[O:15])=[CH:10][CH:9]=2)[CH2:5][CH2:4][CH2:3][CH2:2]1.[CH3:28][NH:29][CH3:30].CO.